From a dataset of Forward reaction prediction with 1.9M reactions from USPTO patents (1976-2016). Predict the product of the given reaction. Given the reactants [CH3:1][NH:2][C:3]([C:5]1[C:13]2[C:8](=[CH:9][CH:10]=[CH:11][CH:12]=2)[N:7]([CH3:14])[N:6]=1)=O.[H-].[H-].[H-].[H-].[Li+].[Al+3], predict the reaction product. The product is: [CH3:14][N:7]1[C:8]2[C:13](=[CH:12][CH:11]=[CH:10][CH:9]=2)[C:5]([CH2:3][NH:2][CH3:1])=[N:6]1.